From a dataset of CYP2C9 inhibition data for predicting drug metabolism from PubChem BioAssay. Regression/Classification. Given a drug SMILES string, predict its absorption, distribution, metabolism, or excretion properties. Task type varies by dataset: regression for continuous measurements (e.g., permeability, clearance, half-life) or binary classification for categorical outcomes (e.g., BBB penetration, CYP inhibition). Dataset: cyp2c9_veith. (1) The molecule is O=S(=O)(O)c1ccc(N=Nc2ccccc2)cc1. The result is 0 (non-inhibitor). (2) The drug is Cc1ccc(SCCNC(=O)c2ccccc2)cc1. The result is 1 (inhibitor).